Dataset: Full USPTO retrosynthesis dataset with 1.9M reactions from patents (1976-2016). Task: Predict the reactants needed to synthesize the given product. Given the product [OH:13][CH2:12][CH:9]1[CH2:10][CH2:11][N:6]([C:1](=[O:4])[CH2:2][CH3:3])[CH2:7][CH2:8]1, predict the reactants needed to synthesize it. The reactants are: [C:1](Cl)(=[O:4])[CH2:2][CH3:3].[NH:6]1[CH2:11][CH2:10][CH:9]([CH2:12][OH:13])[CH2:8][CH2:7]1.